Task: Predict the product of the given reaction.. Dataset: Forward reaction prediction with 1.9M reactions from USPTO patents (1976-2016) (1) Given the reactants [F:1][C:2]1[CH:7]=[CH:6][C:5]([CH2:8][CH2:9][CH2:10][NH:11][C@H:12]2[CH2:17][CH2:16][C@H:15]([C:18]3[CH:27]=[CH:26][C:21]4[NH:22][C:23](=[O:25])[O:24][C:20]=4[CH:19]=3)[CH2:14][CH2:13]2)=[CH:4][CH:3]=1.C([O-])([O-])=O.[K+].[K+].Cl.FC1C=[CH:40][C:39]([CH2:42]CCN[C@H]2CC[C@H:42]([C:39]3[CH:40]=CC4NC(=O)OC=4[CH:38]=3)CC2)=[CH:38]C=1.C(=O)C(C)C.[BH-](OC(C)=O)(OC(C)=O)OC(C)=O.[Na+], predict the reaction product. The product is: [F:1][C:2]1[CH:7]=[CH:6][C:5]([CH2:8][CH2:9][CH2:10][N:11]([CH2:38][CH:39]([CH3:42])[CH3:40])[C@H:12]2[CH2:17][CH2:16][C@H:15]([C:18]3[CH:27]=[CH:26][C:21]4[NH:22][C:23](=[O:25])[O:24][C:20]=4[CH:19]=3)[CH2:14][CH2:13]2)=[CH:4][CH:3]=1. (2) The product is: [CH3:1][C:2]1[N:3]=[C:4]([C:14]2[CH:19]=[CH:18][CH:17]=[CH:16][C:15]=2[O:20][CH2:21][C:22]2[CH:27]=[CH:26][CH:25]=[CH:24][CH:23]=2)[N:5]([CH2:31][CH2:32][C:33]2[CH:38]=[CH:37][CH:36]=[CH:35][CH:34]=2)[C:6](=[O:13])[C:7]=1[C:8]([O:10][CH2:11][CH3:12])=[O:9]. Given the reactants [CH3:1][C:2]1[N:3]=[C:4]([C:14]2[CH:19]=[CH:18][CH:17]=[CH:16][C:15]=2[O:20][CH2:21][C:22]2[CH:27]=[CH:26][CH:25]=[CH:24][CH:23]=2)[NH:5][C:6](=[O:13])[C:7]=1[C:8]([O:10][CH2:11][CH3:12])=[O:9].[H-].[Li+].Br[CH2:31][CH2:32][C:33]1[CH:38]=[CH:37][CH:36]=[CH:35][CH:34]=1, predict the reaction product.